This data is from Forward reaction prediction with 1.9M reactions from USPTO patents (1976-2016). The task is: Predict the product of the given reaction. (1) Given the reactants [Cl:1][C:2]1[N:7]=[C:6](Cl)[CH:5]=[C:4]([CH3:9])[N:3]=1.[NH2:10][C@@H:11]1[C:19]2[C:14](=[CH:15][CH:16]=[CH:17][CH:18]=2)[CH2:13][CH2:12]1, predict the reaction product. The product is: [Cl:1][C:2]1[N:7]=[C:6]([NH:10][C@@H:11]2[C:19]3[C:14](=[CH:15][CH:16]=[CH:17][CH:18]=3)[CH2:13][CH2:12]2)[CH:5]=[C:4]([CH3:9])[N:3]=1. (2) Given the reactants [OH:1][C:2]1[CH:9]=[CH:8][C:5]([CH:6]=[O:7])=[C:4]([N+:10]([O-:12])=[O:11])[C:3]=1[O:13][CH3:14].[Br:15]Br.O, predict the reaction product. The product is: [Br:15][C:9]1[C:2]([OH:1])=[C:3]([O:13][CH3:14])[C:4]([N+:10]([O-:12])=[O:11])=[C:5]([CH:8]=1)[CH:6]=[O:7]. (3) Given the reactants [ClH:1].C(OC([NH:9][CH2:10][CH2:11][NH:12][C:13]([C:15]1[CH:20]=[CH:19][C:18]([C:21]2[C:26]([O:27][CH3:28])=[CH:25][CH:24]=[C:23]([CH2:29][C@H:30]([NH:45][C:46]([C@H:48]3[CH2:53][CH2:52][C@H:51]([CH2:54][NH:55]C(=O)OC(C)(C)C)[CH2:50][CH2:49]3)=[O:47])[C:31](=[O:44])[NH:32][C:33]3[CH:38]=[CH:37][C:36]([C:39]4[N:40]=[N:41][NH:42][N:43]=4)=[CH:35][CH:34]=3)[CH:22]=2)=[C:17]([CH3:63])[CH:16]=1)=[O:14])=O)(C)(C)C, predict the reaction product. The product is: [ClH:1].[NH2:9][CH2:10][CH2:11][NH:12][C:13]([C:15]1[CH:20]=[CH:19][C:18]([C:21]2[CH:22]=[C:23]([CH2:29][C@H:30]([NH:45][C:46]([C@H:48]3[CH2:53][CH2:52][C@H:51]([CH2:54][NH2:55])[CH2:50][CH2:49]3)=[O:47])[C:31](=[O:44])[NH:32][C:33]3[CH:38]=[CH:37][C:36]([C:39]4[N:43]=[N:42][NH:41][N:40]=4)=[CH:35][CH:34]=3)[CH:24]=[CH:25][C:26]=2[O:27][CH3:28])=[C:17]([CH3:63])[CH:16]=1)=[O:14].